From a dataset of hERG Central: cardiac toxicity at 1µM, 10µM, and general inhibition. Predict hERG channel inhibition at various concentrations. (1) The drug is CCCCCCCn1c(=N)n(CC(O)c2ccco2)c2ccccc21.Cl. Results: hERG_inhib (hERG inhibition (general)): blocker. (2) Results: hERG_inhib (hERG inhibition (general)): blocker. The drug is C/C(=N/NC(=O)CNC(=O)C1COc2ccccc2O1)c1ccc([N+](=O)[O-])cc1. (3) The drug is CCN1CCN(C(c2cccnc2)c2cc(Cl)c3cccnc3c2O)CC1. Results: hERG_inhib (hERG inhibition (general)): blocker. (4) The molecule is O=C1CN(C(=O)c2ccccc2)C(c2ccccc2)c2cc(F)ccc2N1. Results: hERG_inhib (hERG inhibition (general)): blocker. (5) The molecule is Cc1ccc(-c2ccc(=O)n(CCC(=O)NCc3ccccn3)n2)cc1. Results: hERG_inhib (hERG inhibition (general)): blocker. (6) The drug is O=C(CCS(=O)(=O)c1ccc(Cl)cc1)N1CCN(c2ccc(F)cc2)CC1. Results: hERG_inhib (hERG inhibition (general)): blocker. (7) The compound is CN(CC(O)COc1c(F)cc(Br)cc1F)C1CCCCC1.Cl. Results: hERG_inhib (hERG inhibition (general)): blocker. (8) The compound is Cc1ccccc1-c1nc(CN2CCCC(C(=O)NCc3cccnc3)C2)c(C)o1. Results: hERG_inhib (hERG inhibition (general)): blocker. (9) The molecule is Cc1nn(Cc2ccccc2Cl)c(C)c1C(=O)N1CCN(c2ccccc2)CC1. Results: hERG_inhib (hERG inhibition (general)): blocker.